From a dataset of Full USPTO retrosynthesis dataset with 1.9M reactions from patents (1976-2016). Predict the reactants needed to synthesize the given product. (1) Given the product [CH3:43][O:44][C:45](=[O:46])[C:40]1[CH:39]=[C:38]([S:35]([N:11]2[CH2:12][C@H:13]([S:15][C:16]([C:29]3[CH:30]=[CH:31][CH:32]=[CH:33][CH:34]=3)([C:17]3[CH:22]=[CH:21][CH:20]=[CH:19][CH:18]=3)[C:23]3[CH:28]=[CH:27][CH:26]=[CH:25][CH:24]=3)[CH2:14][C@H:10]2[CH2:9][O:8][CH2:1][C:2]2[CH:3]=[CH:4][CH:5]=[CH:6][CH:7]=2)(=[O:37])=[O:36])[CH:49]=[CH:48][C:41]=1[NH2:42], predict the reactants needed to synthesize it. The reactants are: [CH2:1]([O:8][CH2:9][C@@H:10]1[CH2:14][C@@H:13]([S:15][C:16]([C:29]2[CH:34]=[CH:33][CH:32]=[CH:31][CH:30]=2)([C:23]2[CH:28]=[CH:27][CH:26]=[CH:25][CH:24]=2)[C:17]2[CH:22]=[CH:21][CH:20]=[CH:19][CH:18]=2)[CH2:12][N:11]1[S:35]([C:38]1[CH:49]=[CH:48][C:41]2[NH:42][C:43](=O)[O:44][C:45](=[O:46])[C:40]=2[CH:39]=1)(=[O:37])=[O:36])[C:2]1[CH:7]=[CH:6][CH:5]=[CH:4][CH:3]=1.CO.C1CCN2C(=NCCC2)CC1. (2) Given the product [CH2:1]([O:3][C:4](=[O:31])[C:5]([NH:9][C:10]([C:12]1[CH:21]=[C:20]([Cl:22])[C:19]2[C:14](=[CH:15][CH:16]=[CH:17][CH:18]=2)[C:13]=1[O:23][CH2:24][CH:25]1[CH2:26][CH2:27][N:28]([C:32](=[O:34])[CH3:33])[CH2:29][CH2:30]1)=[O:11])([CH3:8])[CH2:6][CH3:7])[CH3:2], predict the reactants needed to synthesize it. The reactants are: [CH2:1]([O:3][C:4](=[O:31])[C:5]([NH:9][C:10]([C:12]1[CH:21]=[C:20]([Cl:22])[C:19]2[C:14](=[CH:15][CH:16]=[CH:17][CH:18]=2)[C:13]=1[O:23][CH2:24][CH:25]1[CH2:30][CH2:29][NH:28][CH2:27][CH2:26]1)=[O:11])([CH3:8])[CH2:6][CH3:7])[CH3:2].[C:32](Cl)(=[O:34])[CH3:33].CCN(CC)CC. (3) Given the product [C:1]([C:5]1[CH:6]=[CH:7][C:8]2[S:12][CH:11]=[N:10][C:9]=2[CH:14]=1)([CH3:4])([CH3:2])[CH3:3], predict the reactants needed to synthesize it. The reactants are: [C:1]([C:5]1[CH:6]=[CH:7][C:8]2[S:12][C:11](S)=[N:10][C:9]=2[CH:14]=1)([CH3:4])([CH3:3])[CH3:2]. (4) The reactants are: [C:1]([C:3]1[CH:8]=[CH:7][C:6]([N:9]2[CH2:14][CH2:13][CH2:12][C@H:11]([NH:15][C@@H:16]3[CH2:21][CH2:20][CH2:19][CH2:18][C@H:17]3[NH:22][C:23](=[O:35])CC3C4C(=CC=CC=4)N(C)C=3)[CH2:10]2)=[CH:5][CH:4]=1)#[N:2].C(Cl)(=O)[O:37][CH2:38][C:39]1[CH:44]=[CH:43][CH:42]=[C:41]([Cl:45])[CH:40]=1. Given the product [C:1]([C:3]1[CH:8]=[CH:7][C:6]([N:9]2[CH2:14][CH2:13][CH2:12][C@H:11]([NH:15][C@@H:16]3[CH2:21][CH2:20][CH2:19][CH2:18][C@H:17]3[NH:22][C:23](=[O:35])[O:37][CH2:38][C:39]3[CH:44]=[CH:43][CH:42]=[C:41]([Cl:45])[CH:40]=3)[CH2:10]2)=[CH:5][CH:4]=1)#[N:2], predict the reactants needed to synthesize it. (5) Given the product [C:5]([O:9][C:10](=[O:11])[NH:12][CH:13]1[CH2:14][CH2:15][N:16]([S:19]([C:22]2[CH:30]=[CH:29][C:25]([C:26](=[O:28])[NH:46][CH2:38][CH2:39][C:40]3[CH:45]=[CH:44][CH:43]=[CH:42][CH:41]=3)=[C:24]([F:31])[CH:23]=2)(=[O:20])=[O:21])[CH2:17][CH2:18]1)([CH3:7])([CH3:8])[CH3:6], predict the reactants needed to synthesize it. The reactants are: S(Cl)(Cl)=O.[C:5]([O:9][C:10]([NH:12][CH:13]1[CH2:18][CH2:17][N:16]([S:19]([C:22]2[CH:30]=[CH:29][C:25]([C:26]([OH:28])=O)=[C:24]([F:31])[CH:23]=2)(=[O:21])=[O:20])[CH2:15][CH2:14]1)=[O:11])([CH3:8])([CH3:7])[CH3:6].N1C=CC=CC=1.[CH2:38]([NH2:46])[CH2:39][C:40]1[CH:45]=[CH:44][CH:43]=[CH:42][CH:41]=1. (6) Given the product [CH:24]1([O:28][C:29]2[CH:34]=[C:33]([C:2]3[CH:11]=[CH:10][C:9]4[N:8]=[CH:7][C:6]5[N:12]([CH3:23])[C:13](=[O:22])[N:14]([C:15]6[C:16]([CH3:21])=[N:17][N:18]([CH3:20])[CH:19]=6)[C:5]=5[C:4]=4[CH:3]=3)[CH:32]=[N:31][CH:30]=2)[CH2:25][CH2:26][CH2:27]1, predict the reactants needed to synthesize it. The reactants are: Br[C:2]1[CH:11]=[CH:10][C:9]2[N:8]=[CH:7][C:6]3[N:12]([CH3:23])[C:13](=[O:22])[N:14]([C:15]4[C:16]([CH3:21])=[N:17][N:18]([CH3:20])[CH:19]=4)[C:5]=3[C:4]=2[CH:3]=1.[CH:24]1([O:28][C:29]2[CH:30]=[N:31][CH:32]=[C:33](B3OC(C)(C)C(C)(C)O3)[CH:34]=2)[CH2:27][CH2:26][CH2:25]1.